This data is from Full USPTO retrosynthesis dataset with 1.9M reactions from patents (1976-2016). The task is: Predict the reactants needed to synthesize the given product. (1) The reactants are: CN(C(ON1N=NC2C=CC=NC1=2)=[N+](C)C)C.F[P-](F)(F)(F)(F)F.[CH3:25][O:26][C:27]1[CH:32]=[CH:31][C:30]([C:33]2[CH:38]=[CH:37][C:36]([C:39]([OH:41])=O)=[C:35]([N+:42]([O-:44])=[O:43])[CH:34]=2)=[CH:29][CH:28]=1.[NH2:45][C:46]([CH2:57][CH3:58])([CH2:51][CH2:52][CH2:53][CH2:54][CH2:55]C)[C:47]([O:49][CH3:50])=[O:48].C(N(C(C)C)CC)(C)C. Given the product [N+:42]([C:35]1[CH:34]=[C:33]([C:30]2[CH:29]=[CH:28][C:27]([O:26][CH3:25])=[CH:32][CH:31]=2)[CH:38]=[CH:37][C:36]=1[C:39]([NH:45][C:46]1([C:47]([O:49][CH3:50])=[O:48])[CH2:51][CH2:52][CH2:53][CH2:54][CH2:55][CH2:58][CH2:57]1)=[O:41])([O-:44])=[O:43], predict the reactants needed to synthesize it. (2) Given the product [CH3:1][O:2][C:3](=[O:23])[CH2:4][CH2:5][N:6]1[C:11]2[CH:12]=[CH:13][CH:14]=[C:15]([CH:16]([CH3:18])[CH3:17])[C:10]=2[O:9][CH:8]([CH:19]([CH3:21])[CH3:20])[C:7]1=[S:33], predict the reactants needed to synthesize it. The reactants are: [CH3:1][O:2][C:3](=[O:23])[CH2:4][CH2:5][N:6]1[C:11]2[CH:12]=[CH:13][CH:14]=[C:15]([CH:16]([CH3:18])[CH3:17])[C:10]=2[O:9][CH:8]([CH:19]([CH3:21])[CH3:20])[C:7]1=O.COC1C=CC(P2(SP(C3C=CC(OC)=CC=3)(=S)S2)=[S:33])=CC=1.C(=O)([O-])O.[Na+].